Dataset: Catalyst prediction with 721,799 reactions and 888 catalyst types from USPTO. Task: Predict which catalyst facilitates the given reaction. (1) Reactant: Br[C:2]1[CH:3]=[C:4]([NH2:9])[CH:5]=[N:6][C:7]=1[CH3:8].[CH3:10][C:11]1([CH3:27])[C:15]([CH3:17])([CH3:16])[O:14][B:13]([B:13]2[O:14][C:15]([CH3:17])([CH3:16])[C:11]([CH3:27])([CH3:10])[O:12]2)[O:12]1.ClCCl.C([O-])(=O)C.[K+]. Product: [CH3:8][C:7]1[N:6]=[CH:5][C:4]([NH2:9])=[CH:3][C:2]=1[B:13]1[O:14][C:15]([CH3:17])([CH3:16])[C:11]([CH3:27])([CH3:10])[O:12]1. The catalyst class is: 75. (2) Reactant: [NH2:1][C@@:2]([C:7]1[CH:12]=[C:11]([Br:13])[C:10]([F:14])=[CH:9][C:8]=1[F:15])([CH3:6])[CH2:3][CH2:4][OH:5].C[Si](N([Si](C)(C)C)C(=O)C(F)(F)F)(C)C.[C:31]([N:39]=[C:40]=[S:41])(=[O:38])[C:32]1[CH:37]=[CH:36][CH:35]=[CH:34][CH:33]=1. Product: [C:31]([NH:39][C:40]([NH:1][C@@:2]([C:7]1[CH:12]=[C:11]([Br:13])[C:10]([F:14])=[CH:9][C:8]=1[F:15])([CH3:6])[CH2:3][CH2:4][OH:5])=[S:41])(=[O:38])[C:32]1[CH:37]=[CH:36][CH:35]=[CH:34][CH:33]=1. The catalyst class is: 1. (3) Reactant: C[O:2][C:3](=[O:21])[C:4]1[CH:9]=[CH:8][C:7]([NH:10][C:11]2[C:12]3[N:13]([CH:18]=[CH:19][N:20]=3)[C:14]([Cl:17])=[CH:15][CH:16]=2)=[CH:6][CH:5]=1.ClC1N2C=CN=C2C(NC2C=CC(N3CCN(C(C)C)CC3)=CC=2)=CC=1.O.[OH-].[Li+]. Product: [Cl:17][C:14]1[N:13]2[CH:18]=[CH:19][N:20]=[C:12]2[C:11]([NH:10][C:7]2[CH:8]=[CH:9][C:4]([C:3]([OH:21])=[O:2])=[CH:5][CH:6]=2)=[CH:16][CH:15]=1. The catalyst class is: 38.